This data is from Full USPTO retrosynthesis dataset with 1.9M reactions from patents (1976-2016). The task is: Predict the reactants needed to synthesize the given product. (1) The reactants are: [CH2:1]([C:5]1[N:10]=[C:9]([CH3:11])[N:8]([C:12]2[CH:13]=[C:14]3[C:18](=[CH:19][CH:20]=2)[CH2:17][CH2:16][CH:15]3[OH:21])[C:7](=[O:22])[C:6]=1[CH2:23][C:24]1[CH:29]=[CH:28][C:27]([C:30]2[CH:35]=[CH:34][CH:33]=[CH:32][C:31]=2[C:36]2[NH:40][C:39](=[O:41])[O:38][N:37]=2)=[CH:26][CH:25]=1)[CH2:2][CH2:3][CH3:4].CC(OI1(OC(C)=O)(OC(C)=O)OC(=O)C2C1=CC=CC=2)=O.C(OCC)(=O)C.S([O-])([O-])(=O)=S.[Na+].[Na+]. Given the product [CH2:1]([C:5]1[N:10]=[C:9]([CH3:11])[N:8]([C:12]2[CH:13]=[C:14]3[C:18](=[CH:19][CH:20]=2)[CH2:17][CH2:16][C:15]3=[O:21])[C:7](=[O:22])[C:6]=1[CH2:23][C:24]1[CH:29]=[CH:28][C:27]([C:30]2[CH:35]=[CH:34][CH:33]=[CH:32][C:31]=2[C:36]2[NH:40][C:39](=[O:41])[O:38][N:37]=2)=[CH:26][CH:25]=1)[CH2:2][CH2:3][CH3:4], predict the reactants needed to synthesize it. (2) Given the product [Br:30][CH2:11][C:3]1[CH:4]=[CH:5][C:6]([N+:8]([O-:10])=[O:9])=[CH:7][C:2]=1[F:1], predict the reactants needed to synthesize it. The reactants are: [F:1][C:2]1[CH:7]=[C:6]([N+:8]([O-:10])=[O:9])[CH:5]=[CH:4][C:3]=1[CH3:11].C(OOC(=O)C1C=CC=CC=1)(=O)C1C=CC=CC=1.[Br:30]N1C(=O)CCC1=O.